Dataset: Forward reaction prediction with 1.9M reactions from USPTO patents (1976-2016). Task: Predict the product of the given reaction. (1) Given the reactants [NH:1]1[C:9]2[C:4](=[CH:5][C:6]([O:10][C:11]3[C:20]4[C:15](=[CH:16][C:17]([O:23][CH2:24][C@H:25]5[CH2:27][O:26]5)=[C:18]([O:21][CH3:22])[CH:19]=4)[N:14]=[CH:13][N:12]=3)=[CH:7][CH:8]=2)[CH:3]=[CH:2]1.[NH:28]1[CH2:33][CH2:32][CH2:31][CH2:30][CH2:29]1, predict the reaction product. The product is: [OH:26][C@H:25]([CH2:27][N:28]1[CH2:33][CH2:32][CH2:31][CH2:30][CH2:29]1)[CH2:24][O:23][C:17]1[CH:16]=[C:15]2[C:20]([C:11]([O:10][C:6]3[CH:5]=[C:4]4[C:9](=[CH:8][CH:7]=3)[NH:1][CH:2]=[CH:3]4)=[N:12][CH:13]=[N:14]2)=[CH:19][C:18]=1[O:21][CH3:22]. (2) Given the reactants [NH:1]1[C:5]2[CH:6]=[CH:7][C:8]([C:10]([OH:12])=O)=[CH:9][C:4]=2[N:3]=[CH:2]1.[CH2:13]([C:20]1[CH:33]=[CH:32][C:23]2[C@@H:24]3[C@H:29]([CH2:30][CH2:31][C:22]=2[CH:21]=1)[NH:28][CH2:27][CH2:26][CH2:25]3)[C:14]1[CH:19]=[CH:18][CH:17]=[CH:16][CH:15]=1.C1(CC2C=CC3[C@@H]4[C@H](CCC=3C=2)NCCC4)CCCCC1, predict the reaction product. The product is: [NH:1]1[C:5]2[CH:6]=[CH:7][C:8]([C:10]([N:28]3[C@@H:29]4[C@@H:24]([C:23]5[CH:32]=[CH:33][C:20]([CH2:13][CH:14]6[CH2:15][CH2:16][CH2:17][CH2:18][CH2:19]6)=[CH:21][C:22]=5[CH2:31][CH2:30]4)[CH2:25][CH2:26][CH2:27]3)=[O:12])=[CH:9][C:4]=2[N:3]=[CH:2]1. (3) Given the reactants Br[CH2:2][C:3]([C:5]1[C:10]([CH3:11])=[CH:9][C:8]([O:12][CH2:13][CH2:14][O:15][CH3:16])=[CH:7][C:6]=1[CH3:17])=O.[NH2:18][C:19]([NH2:21])=[S:20], predict the reaction product. The product is: [CH3:16][O:15][CH2:14][CH2:13][O:12][C:8]1[CH:9]=[C:10]([CH3:11])[C:5]([C:3]2[N:18]=[C:19]([NH2:21])[S:20][CH:2]=2)=[C:6]([CH3:17])[CH:7]=1. (4) Given the reactants BrC1C=C[C:5](O)=[C:6]([C:8]2[CH:17]=[CH:16][C:15]3[C:10](=[CH:11][CH:12]=[C:13]([C:18]4[N:22]([CH:23]5[CH2:28][CH2:27][CH2:26][CH2:25][CH2:24]5)[C:21]5[CH:29]=[CH:30][C:31]([C:33]([OH:35])=[O:34])=[CH:32][C:20]=5[N:19]=4)[CH:14]=3)[N:9]=2)C=1.[N:37]1C=C[N:40]=[CH:39][C:38]=1C(=O)C.[OH-].[K+], predict the reaction product. The product is: [CH:23]1([N:22]2[C:21]3[CH:29]=[CH:30][C:31]([C:33]([OH:35])=[O:34])=[CH:32][C:20]=3[N:19]=[C:18]2[C:13]2[CH:14]=[C:15]3[C:10](=[CH:11][CH:12]=2)[N:9]=[C:8]([C:6]2[CH:5]=[N:40][CH:39]=[CH:38][N:37]=2)[CH:17]=[CH:16]3)[CH2:28][CH2:27][CH2:26][CH2:25][CH2:24]1. (5) Given the reactants [Cl:1][C:2]1[CH:3]=[C:4]([C:9](=[O:12])[CH2:10][CH3:11])[CH:5]=[CH:6][C:7]=1[Cl:8].[Br:13]Br.CCCCCC, predict the reaction product. The product is: [Br:13][CH:10]([CH3:11])[C:9]([C:4]1[CH:5]=[CH:6][C:7]([Cl:8])=[C:2]([Cl:1])[CH:3]=1)=[O:12]. (6) Given the reactants [S:1]([N:11]1[C:19]2[C:14](=[C:15]([CH2:20][N:21]3[C:26]4([CH2:31][CH2:30][NH:29][CH2:28][CH2:27]4)[CH2:25][CH2:24][CH2:23][C:22]3=[O:32])[CH:16]=[CH:17][CH:18]=2)[CH:13]=[CH:12]1)([C:4]1[CH:10]=[CH:9][C:7]([CH3:8])=[CH:6][CH:5]=1)(=[O:3])=[O:2].Cl[C:34]1[CH:43]=[N:42][C:41]2[C:36](=[CH:37][CH:38]=[CH:39][CH:40]=2)[N:35]=1.C([O-])([O-])=O.[K+].[K+], predict the reaction product. The product is: [N:35]1[C:36]2[C:41](=[CH:40][CH:39]=[CH:38][CH:37]=2)[N:42]=[CH:43][C:34]=1[N:29]1[CH2:30][CH2:31][C:26]2([N:21]([CH2:20][C:15]3[CH:16]=[CH:17][CH:18]=[C:19]4[C:14]=3[CH:13]=[CH:12][N:11]4[S:1]([C:4]3[CH:5]=[CH:6][C:7]([CH3:8])=[CH:9][CH:10]=3)(=[O:2])=[O:3])[C:22](=[O:32])[CH2:23][CH2:24][CH2:25]2)[CH2:27][CH2:28]1. (7) Given the reactants [CH2:1]([NH:3][C:4](=[O:36])[NH:5][C:6]1[CH:11]=[CH:10][C:9]([C:12]2[N:13]=[C:14]([N:29]3[CH2:34][CH2:33][O:32][CH2:31][C@@H:30]3[CH3:35])[C:15]3[CH2:21][CH2:20][N:19]([C:22](OC(C)(C)C)=O)[CH2:18][C:16]=3[N:17]=2)=[CH:8][CH:7]=1)[CH3:2].ClC1N=C(N2CCOC[C@@H]2C)C2CCN(C)CC=2N=1.[F:56]C1C=C(C=CC=1B1OC(C)(C)C(C)(C)O1)N, predict the reaction product. The product is: [CH2:1]([NH:3][C:4]([NH:5][C:6]1[CH:11]=[CH:10][C:9]([C:12]2[N:13]=[C:14]([N:29]3[CH2:34][CH2:33][O:32][CH2:31][C@@H:30]3[CH3:35])[C:15]3[CH2:21][CH2:20][N:19]([CH3:22])[CH2:18][C:16]=3[N:17]=2)=[C:8]([F:56])[CH:7]=1)=[O:36])[CH3:2]. (8) Given the reactants [CH3:1][C:2]([O:5][C:6]([NH:8][C@@H:9]([C:20]([OH:22])=O)[CH2:10][C:11]1[C:19]2[C:14](=[CH:15][CH:16]=[CH:17][CH:18]=2)[NH:13][CH:12]=1)=[O:7])([CH3:4])[CH3:3].C(=O)([O-])[O-].[Cs+].[Cs+].Br[CH:30]([CH3:34])[C:31](=O)[CH3:32].C([O-])(=O)C.[NH4+:39], predict the reaction product. The product is: [CH3:32][C:31]1[N:39]=[C:20]([C@H:9]([NH:8][C:6](=[O:7])[O:5][C:2]([CH3:1])([CH3:3])[CH3:4])[CH2:10][C:11]2[C:19]3[C:14](=[CH:15][CH:16]=[CH:17][CH:18]=3)[NH:13][CH:12]=2)[O:22][C:30]=1[CH3:34]. (9) The product is: [CH2:30]([C:32]1[CH:49]=[C:35]2[C:36]([C:2](=[O:54])[CH2:1][CH3:6])=[CH:37][C:38]([F:40])=[CH:39][N:34]2[N:33]=1)[CH3:31]. Given the reactants [C:1]1(P(C2C=CC=CC=2)CCCP(C2C=CC=CC=2)C2C=CC=CC=2)[CH:6]=CC=C[CH:2]=1.[CH2:30]([C:32]1[CH:49]=[C:35]2[C:36](OS(C(F)(F)F)(=O)=O)=[CH:37][C:38]([F:40])=[CH:39][N:34]2[N:33]=1)[CH3:31].CN(C=[O:54])C, predict the reaction product. (10) Given the reactants F[C@H:2]1[CH2:39][C@@:17]2([CH2:18]CCCCCCCCCSCCCC(F)(F)C(F)(F)F)[C@@H:13]([CH2:14][CH2:15][C:16]2=[O:40])[C@H:12]2[C@H:3]1[C:4]1[CH:5]=[CH:6][C:7](OC3CCCCO3)=[CH:8][C:9]=1[CH2:10][CH2:11]2.O1CCCC1.O.[BH4-].[Na+], predict the reaction product. The product is: [CH3:18][C@:17]12[CH2:39][CH2:2][C@H:3]3[C@@H:12]([CH2:11][CH2:10][C:9]4[CH:8]=[CH:7][CH:6]=[CH:5][C:4]=43)[C@@H:13]1[CH2:14][CH2:15][C@@H:16]2[OH:40].